Dataset: Catalyst prediction with 721,799 reactions and 888 catalyst types from USPTO. Task: Predict which catalyst facilitates the given reaction. (1) Reactant: CON(C)[C:4](=[O:18])[C:5]1[CH:16]=[C:15]([CH3:17])[CH:14]=[C:7]([C:8]([N:10]([O:12][CH3:13])[CH3:11])=[O:9])[CH:6]=1.C1COCC1.[C:25]1([Mg]Br)[CH:30]=[CH:29][CH:28]=[CH:27][CH:26]=1. Product: [C:4]([C:5]1[CH:6]=[C:7]([CH:14]=[C:15]([CH3:17])[CH:16]=1)[C:8]([N:10]([O:12][CH3:13])[CH3:11])=[O:9])(=[O:18])[C:25]1[CH:30]=[CH:29][CH:28]=[CH:27][CH:26]=1. The catalyst class is: 27. (2) Reactant: [OH:1][N:2]1[C:7]([CH3:9])([CH3:8])[CH2:6][CH2:5][CH2:4][C:3]1([CH3:11])[CH3:10].N(OC(C)(C)C)=O.N[C:20]1[CH:25]=[CH:24][C:23]([C:26]2[CH:58]=[CH:57][C:29]3=[N:30][N:31]([C:33]4[CH:38]=[C:37]([C:39]([CH2:42][C:43]([CH3:46])([CH3:45])[CH3:44])([CH3:41])[CH3:40])[CH:36]=[C:35]([C:47]([C:50]5[CH:55]=[CH:54][CH:53]=[CH:52][CH:51]=5)([CH3:49])[CH3:48])[C:34]=4[OH:56])[N:32]=[C:28]3[CH:27]=2)=[CH:22][CH:21]=1. Product: [CH3:10][C:3]1([CH3:11])[CH2:4][CH2:5][CH2:6][C:7]([CH3:9])([CH3:8])[N:2]1[O:1][C:20]1[CH:21]=[CH:22][C:23]([C:26]2[CH:58]=[CH:57][C:29]3=[N:30][N:31]([C:33]4[CH:38]=[C:37]([C:39]([CH2:42][C:43]([CH3:44])([CH3:45])[CH3:46])([CH3:41])[CH3:40])[CH:36]=[C:35]([C:47]([C:50]5[CH:51]=[CH:52][CH:53]=[CH:54][CH:55]=5)([CH3:48])[CH3:49])[C:34]=4[OH:56])[N:32]=[C:28]3[CH:27]=2)=[CH:24][CH:25]=1. The catalyst class is: 17. (3) Reactant: [N+:1]([C:4]1[CH:22]=[CH:21][C:7]2[CH2:8][CH2:9][N:10]([CH2:13][C@H:14]([O:19][CH3:20])[C:15]([F:18])([F:17])[F:16])[CH2:11][CH2:12][C:6]=2[CH:5]=1)([O-])=O. Product: [F:18][C:15]([F:16])([F:17])[C@@H:14]([O:19][CH3:20])[CH2:13][N:10]1[CH2:11][CH2:12][C:6]2[CH:5]=[C:4]([NH2:1])[CH:22]=[CH:21][C:7]=2[CH2:8][CH2:9]1. The catalyst class is: 19. (4) Reactant: [C:1]([N:8]1[CH2:13][CH2:12][CH2:11][C:10](=O)[CH2:9]1)([O:3][C:4]([CH3:7])([CH3:6])[CH3:5])=[O:2].[C:15]([O:19][C:20](=[O:23])[NH:21][NH2:22])([CH3:18])([CH3:17])[CH3:16]. Product: [C:15]([O:19][C:20]([NH:21]/[N:22]=[C:10]1/[CH2:9][N:8]([C:1]([O:3][C:4]([CH3:7])([CH3:6])[CH3:5])=[O:2])[CH2:13][CH2:12][CH2:11]/1)=[O:23])([CH3:18])([CH3:17])[CH3:16]. The catalyst class is: 11. (5) Reactant: CS([C:5]1[O:9][C:8]([C:10]2[CH:11]=[CH:12][C:13]3[N:17]=[CH:16][N:15]([C:18]4[CH:23]=[CH:22][C:21]([O:24][C:25]([F:28])([F:27])[F:26])=[CH:20][CH:19]=4)[C:14]=3[CH:29]=2)=[N:7][N:6]=1)(=O)=O.[CH3:30][O-:31].[Na+]. Product: [CH3:30][O:31][C:5]1[O:9][C:8]([C:10]2[CH:11]=[CH:12][C:13]3[N:17]=[CH:16][N:15]([C:18]4[CH:23]=[CH:22][C:21]([O:24][C:25]([F:28])([F:27])[F:26])=[CH:20][CH:19]=4)[C:14]=3[CH:29]=2)=[N:7][N:6]=1. The catalyst class is: 42.